The task is: Predict the reactants needed to synthesize the given product.. This data is from Full USPTO retrosynthesis dataset with 1.9M reactions from patents (1976-2016). Given the product [CH2:1]([O:8][C:9]1[N:18]=[C:17]([C:19]2[CH:20]=[C:21]3[C:25](=[CH:26][CH:27]=2)[N:24]([CH3:28])[CH:23]=[C:22]3[Cl:46])[C:16]([CH2:29][CH3:30])=[C:15]([O:31][CH2:32][C:33]2[CH:34]=[CH:35][CH:36]=[CH:37][CH:38]=2)[C:10]=1[C:11]([O:13][CH3:14])=[O:12])[C:2]1[CH:7]=[CH:6][CH:5]=[CH:4][CH:3]=1, predict the reactants needed to synthesize it. The reactants are: [CH2:1]([O:8][C:9]1[N:18]=[C:17]([C:19]2[CH:20]=[C:21]3[C:25](=[CH:26][CH:27]=2)[N:24]([CH3:28])[CH:23]=[CH:22]3)[C:16]([CH2:29][CH3:30])=[C:15]([O:31][CH2:32][C:33]2[CH:38]=[CH:37][CH:36]=[CH:35][CH:34]=2)[C:10]=1[C:11]([O:13][CH3:14])=[O:12])[C:2]1[CH:7]=[CH:6][CH:5]=[CH:4][CH:3]=1.C1C(=O)N([Cl:46])C(=O)C1.